This data is from Peptide-MHC class I binding affinity with 185,985 pairs from IEDB/IMGT. The task is: Regression. Given a peptide amino acid sequence and an MHC pseudo amino acid sequence, predict their binding affinity value. This is MHC class I binding data. (1) The MHC is HLA-A29:02 with pseudo-sequence HLA-A29:02. The binding affinity (normalized) is 0.443. The peptide sequence is AVDLSHFLK. (2) The peptide sequence is YLISIFLHL. The MHC is HLA-A23:01 with pseudo-sequence HLA-A23:01. The binding affinity (normalized) is 1.00. (3) The peptide sequence is SLIVKCMPY. The MHC is HLA-A30:01 with pseudo-sequence HLA-A30:01. The binding affinity (normalized) is 0.245. (4) The peptide sequence is LWEGNPGRF. The MHC is HLA-A24:02 with pseudo-sequence HLA-A24:02. The binding affinity (normalized) is 0.276. (5) The peptide sequence is PEPTDLFCY. The MHC is H-2-Kk with pseudo-sequence H-2-Kk. The binding affinity (normalized) is 0.618.